The task is: Regression. Given a peptide amino acid sequence and an MHC pseudo amino acid sequence, predict their binding affinity value. This is MHC class II binding data.. This data is from Peptide-MHC class II binding affinity with 134,281 pairs from IEDB. The binding affinity (normalized) is 0.388. The peptide sequence is AASLLDEDMDALEEA. The MHC is HLA-DQA10102-DQB10602 with pseudo-sequence HLA-DQA10102-DQB10602.